From a dataset of Catalyst prediction with 721,799 reactions and 888 catalyst types from USPTO. Predict which catalyst facilitates the given reaction. (1) Reactant: C([O:3][C:4]([C:6]1[N:7]=[C:8]2[C:13]([C:14]#[N:15])=[CH:12][C:11]([C:16]3[CH:21]=[CH:20][CH:19]=[CH:18][CH:17]=3)=[CH:10][N:9]2[CH:22]=1)=[O:5])C.[Br-].C1(B(O)[OH:31])C=CC=CC=1.[OH-].[Na+]. Product: [C:14]([C:13]1[C:8]2[N:9]([CH:22]=[C:6]([C:4]([OH:3])=[O:5])[N:7]=2)[CH:10]=[C:11]([C:16]2[CH:21]=[CH:20][CH:19]=[CH:18][CH:17]=2)[CH:12]=1)(=[O:31])[NH2:15]. The catalyst class is: 219. (2) Reactant: [NH2:1][C:2]1[N:7]=[CH:6][N:5]=[C:4]2[N:8]([CH2:13][C:14]3[N:15]([C:26]4[CH:31]=[CH:30][CH:29]=[CH:28][C:27]=4[CH3:32])[C:16](=[O:25])[C:17]4[C:22]([CH:23]=3)=[CH:21][CH:20]=[CH:19][C:18]=4[CH3:24])[N:9]=[C:10]([CH2:11]O)[C:3]=12.C(N(S(F)(F)[F:39])CC)C. Product: [NH2:1][C:2]1[N:7]=[CH:6][N:5]=[C:4]2[N:8]([CH2:13][C:14]3[N:15]([C:26]4[CH:31]=[CH:30][CH:29]=[CH:28][C:27]=4[CH3:32])[C:16](=[O:25])[C:17]4[C:22]([CH:23]=3)=[CH:21][CH:20]=[CH:19][C:18]=4[CH3:24])[N:9]=[C:10]([CH2:11][F:39])[C:3]=12. The catalyst class is: 2. (3) Reactant: [C:1]([O:5][C:6]([N:8]1[C:12]2[N:13]=[CH:14][N:15]=[C:16]([N:17]3[CH2:24][C:21]4([CH2:23][CH2:22]4)[N:20]([S:25](=[O:36])(=[O:35])[NH:26][CH2:27][CH2:28][C:29]4[CH:34]=[CH:33][CH:32]=[CH:31][CH:30]=4)[CH2:19][CH2:18]3)[C:11]=2[CH:10]=[CH:9]1)=[O:7])([CH3:4])([CH3:3])[CH3:2].C([O-])([O-])=O.[Cs+].[Cs+].Br[CH2:44][CH3:45].O. Product: [C:1]([O:5][C:6]([N:8]1[C:12]2[N:13]=[CH:14][N:15]=[C:16]([N:17]3[CH2:24][C:21]4([CH2:23][CH2:22]4)[N:20]([S:25](=[O:35])(=[O:36])[N:26]([CH2:27][CH2:28][C:29]4[CH:34]=[CH:33][CH:32]=[CH:31][CH:30]=4)[CH2:2][CH2:1][CH2:3][C:45]4[CH:44]=[CH:12][CH:11]=[CH:10][CH:9]=4)[CH2:19][CH2:18]3)[C:11]=2[CH:10]=[CH:9]1)=[O:7])([CH3:4])([CH3:2])[CH3:3]. The catalyst class is: 3. (4) Reactant: [F:1][C:2]1[CH:7]=[CH:6][CH:5]=[CH:4][C:3]=1[N:8]1[C:16]2[C:11](=[C:12]([N:17]3[CH2:21][CH2:20][NH:19][C:18]3=[O:22])[CH:13]=[CH:14][CH:15]=2)[CH:10]=[N:9]1.[H-].[Na+].Cl[CH2:26][C:27]1[O:28][C:29]([CH:32]2[CH2:34][CH2:33]2)=[N:30][N:31]=1. Product: [CH:32]1([C:29]2[O:28][C:27]([CH2:26][N:19]3[CH2:20][CH2:21][N:17]([C:12]4[CH:13]=[CH:14][CH:15]=[C:16]5[C:11]=4[CH:10]=[N:9][N:8]5[C:3]4[CH:4]=[CH:5][CH:6]=[CH:7][C:2]=4[F:1])[C:18]3=[O:22])=[N:31][N:30]=2)[CH2:34][CH2:33]1. The catalyst class is: 7. (5) Reactant: [N+:1]([C:4]1[CH:12]=[CH:11][C:7]([C:8](Cl)=[O:9])=[CH:6][CH:5]=1)([O-:3])=[O:2].[Cl:13][C:14]1[CH:20]=[C:19]([C:21]([F:30])([C:26]([F:29])([F:28])[F:27])[C:22]([F:25])([F:24])[F:23])[CH:18]=[C:17]([Cl:31])[C:15]=1[NH2:16]. Product: [Cl:13][C:14]1[CH:20]=[C:19]([C:21]([F:30])([C:26]([F:27])([F:28])[F:29])[C:22]([F:25])([F:24])[F:23])[CH:18]=[C:17]([Cl:31])[C:15]=1[NH:16][C:8](=[O:9])[C:7]1[CH:11]=[CH:12][C:4]([N+:1]([O-:3])=[O:2])=[CH:5][CH:6]=1. The catalyst class is: 228.